This data is from Full USPTO retrosynthesis dataset with 1.9M reactions from patents (1976-2016). The task is: Predict the reactants needed to synthesize the given product. (1) Given the product [Br:5][C:6]1[CH:11]=[C:10]([OH:12])[CH:9]=[C:8]([Br:20])[CH:7]=1, predict the reactants needed to synthesize it. The reactants are: [Cl-].[Al+3].[Cl-].[Cl-].[Br:5][C:6]1[CH:11]=[C:10]([O:12]CC2C=CC=CC=2)[CH:9]=[C:8]([Br:20])[CH:7]=1.CN(C)C1C=CC=CC=1. (2) Given the product [C:1]([O:4][CH2:5][C:6]1[C:11]([N:12]2[C:24](=[O:25])[C:23]3[S:22][C:21]4[CH2:20][CH2:19][CH2:18][CH2:17][C:16]=4[C:15]=3[CH2:14][CH2:13]2)=[CH:10][C:9]([F:26])=[CH:8][C:7]=1[C:27]1[CH:32]=[C:31]([NH:33][C:34]2[CH:38]=[CH:58][C:57]([CH:60]3[CH2:63][N:62]([CH2:64][CH3:65])[CH2:61]3)=[CH:56][N:35]=2)[C:30](=[O:42])[N:29]([CH3:43])[CH:28]=1)(=[O:3])[CH3:2], predict the reactants needed to synthesize it. The reactants are: [C:1]([O:4][CH2:5][C:6]1[C:11]([N:12]2[C:24](=[O:25])[C:23]3[S:22][C:21]4[CH2:20][CH2:19][CH2:18][CH2:17][C:16]=4[C:15]=3[CH2:14][CH2:13]2)=[CH:10][C:9]([F:26])=[CH:8][C:7]=1[C:27]1[CH:32]=[C:31]([NH:33][C:34]2[CH:38]=C(C3CC3)N[N:35]=2)[C:30](=[O:42])[N:29]([CH3:43])[CH:28]=1)(=[O:3])[CH3:2].BrC1C=C(NC2C=[CH:58][C:57]([CH:60]3[CH2:63][N:62]([CH2:64][CH3:65])[CH2:61]3)=[CH:56]N=2)C(=O)N(C)C=1.C(OCC1C(B2OC(C)(C)C(C)(C)O2)=CC=CC=1N1C(=O)C2SC3CCCCC=3C=2CC1)(=O)C. (3) Given the product [F:1][C:2]1[CH:3]=[CH:4][C:5]([C:8]2[N:9]=[C:10]3[CH:15]=[C:14]([CH:16]([OH:20])[CH2:17][N:18]([CH3:21])[CH3:19])[CH:13]=[CH:12][N:11]3[C:22]=2[C:23]2[CH:28]=[CH:27][N:26]=[C:25]([S:29][CH3:30])[N:24]=2)=[CH:6][CH:7]=1, predict the reactants needed to synthesize it. The reactants are: [F:1][C:2]1[CH:7]=[CH:6][C:5]([C:8]2[N:9]=[C:10]3[CH:15]=[C:14]([CH:16]4[O:20][CH2:19][N:18]([CH3:21])[CH2:17]4)[CH:13]=[CH:12][N:11]3[C:22]=2[C:23]2[CH:28]=[CH:27][N:26]=[C:25]([S:29][CH3:30])[N:24]=2)=[CH:4][CH:3]=1.[BH4-].[Na+].